Dataset: Full USPTO retrosynthesis dataset with 1.9M reactions from patents (1976-2016). Task: Predict the reactants needed to synthesize the given product. (1) Given the product [Cl:38][C:35]1[CH:36]=[CH:37][C:32]([C:23]2[N:22]([CH3:39])[C:21]([C:8]3[CH:9]=[CH:10][C:5]([S:2]([NH2:1])(=[O:4])=[O:3])=[CH:6][CH:7]=3)=[C:25]([C:26]([CH:28]3[CH2:30][CH2:29]3)=[O:27])[C:24]=2[CH3:31])=[CH:33][CH:34]=1, predict the reactants needed to synthesize it. The reactants are: [NH2:1][S:2]([C:5]1[CH:10]=[CH:9][C:8](B(O)O)=[CH:7][CH:6]=1)(=[O:4])=[O:3].C(=O)([O-])[O-].[K+].[K+].Br[C:21]1[N:22]([CH3:39])[C:23]([C:32]2[CH:37]=[CH:36][C:35]([Cl:38])=[CH:34][CH:33]=2)=[C:24]([CH3:31])[C:25]=1[C:26]([CH:28]1[CH2:30][CH2:29]1)=[O:27].C(O)C. (2) The reactants are: [CH2:1]([N:8]([CH2:16][C:17]1[CH:22]=[CH:21][CH:20]=[CH:19][CH:18]=1)[C@H:9]1[CH2:14][CH2:13][C@H:12]([OH:15])[CH2:11][CH2:10]1)[C:2]1[CH:7]=[CH:6][CH:5]=[CH:4][CH:3]=1.Br[CH2:24][CH2:25][CH2:26][O:27][CH:28]1[CH2:33][CH2:32][CH2:31][CH2:30][O:29]1.[OH-].[K+].C(OCC)(=O)C. Given the product [CH2:16]([N:8]([CH2:1][C:2]1[CH:3]=[CH:4][CH:5]=[CH:6][CH:7]=1)[C@H:9]1[CH2:14][CH2:13][C@H:12]([O:15][CH2:24][CH2:25][CH2:26][O:27][CH:28]2[CH2:33][CH2:32][CH2:31][CH2:30][O:29]2)[CH2:11][CH2:10]1)[C:17]1[CH:22]=[CH:21][CH:20]=[CH:19][CH:18]=1, predict the reactants needed to synthesize it. (3) Given the product [CH2:1]([O:8][C:9]1[CH:10]=[CH:11][C:12]2[N:13]([N:16]=[CH:17][C:18]=2[C:19]([O:21][CH3:22])=[O:20])[C:14]=1[CH3:23])[C:2]1[CH:7]=[CH:6][CH:5]=[CH:4][CH:3]=1, predict the reactants needed to synthesize it. The reactants are: [CH2:1]([O:8][C:9]1[CH:10]=[CH:11][C:12]2[N:13]([N:16]=[CH:17][C:18]=2[C:19]([O:21][CH3:22])=[O:20])[C:14]=1Br)[C:2]1[CH:7]=[CH:6][CH:5]=[CH:4][CH:3]=1.[CH3:23]B1OB(C)OB(C)O1.P(=O)(O)(O)O.[K]. (4) Given the product [CH2:3]([O:5][C:6]1[CH:11]=[C:10]([CH:12]=[O:13])[CH:9]=[CH:8][C:7]=1[C:15]1[C:20]([O:26][CH3:25])=[CH:19][C:18]([F:21])=[CH:17][CH:16]=1)[CH3:4], predict the reactants needed to synthesize it. The reactants are: [H-].[Na+].[CH2:3]([O:5][C:6]1[CH:11]=[C:10]([CH:12]=[O:13])[CH:9]=[C:8](O)[C:7]=1[C:15]1[CH:20]=[CH:19][C:18]([F:21])=[CH:17][CH:16]=1)[CH3:4].CN([CH:25]=[O:26])C.IC. (5) Given the product [F:36][CH2:2][CH2:3][CH2:4][C:5]#[C:6][C:7]1[O:11][N:10]=[C:9]([CH2:12][CH2:13][C@@:14]([CH3:29])([S:25]([CH3:28])(=[O:27])=[O:26])[C:15]([NH:17][O:18][CH:19]2[CH2:24][CH2:23][CH2:22][CH2:21][O:20]2)=[O:16])[CH:8]=1, predict the reactants needed to synthesize it. The reactants are: O[CH2:2][CH2:3][CH2:4][C:5]#[C:6][C:7]1[O:11][N:10]=[C:9]([CH2:12][CH2:13][C@@:14]([CH3:29])([S:25]([CH3:28])(=[O:27])=[O:26])[C:15]([NH:17][O:18][CH:19]2[CH2:24][CH2:23][CH2:22][CH2:21][O:20]2)=[O:16])[CH:8]=1.CCN(S(F)(F)[F:36])CC. (6) Given the product [Cl:1][C:2]1[CH:3]=[CH:4][C:5]([C:25]#[N:26])=[C:6]([C:8]2[C:13]([O:14][CH3:15])=[CH:12][N:11]([CH:16]([CH2:20][CH2:21][O:22][CH3:23])[C:17]([NH:36][C:34]3[CH:33]=[CH:32][N:31]4[N:27]=[CH:28][CH:29]=[C:30]4[CH:35]=3)=[O:19])[C:10](=[O:24])[CH:9]=2)[CH:7]=1, predict the reactants needed to synthesize it. The reactants are: [Cl:1][C:2]1[CH:3]=[CH:4][C:5]([C:25]#[N:26])=[C:6]([C:8]2[C:13]([O:14][CH3:15])=[CH:12][N:11]([CH:16]([CH2:20][CH2:21][O:22][CH3:23])[C:17]([OH:19])=O)[C:10](=[O:24])[CH:9]=2)[CH:7]=1.[N:27]1[N:31]2[CH:32]=[CH:33][C:34]([NH2:36])=[CH:35][C:30]2=[CH:29][CH:28]=1. (7) Given the product [CH3:2][O:3][C:4](=[O:18])[C@@H:5]([NH:17][C:32]([N:26]1[CH2:31][CH2:30][O:29][CH2:28][CH2:27]1)=[O:33])[CH2:6][C:7]([F:16])([F:15])[CH2:8][C:9]1[CH:14]=[CH:13][CH:12]=[CH:11][CH:10]=1, predict the reactants needed to synthesize it. The reactants are: Cl.[CH3:2][O:3][C:4](=[O:18])[C@@H:5]([NH2:17])[CH2:6][C:7]([F:16])([F:15])[CH2:8][C:9]1[CH:14]=[CH:13][CH:12]=[CH:11][CH:10]=1.C(NC(C)C)(C)C.[N:26]1([C:32](Cl)=[O:33])[CH2:31][CH2:30][O:29][CH2:28][CH2:27]1. (8) The reactants are: [F:1][C:2]1[CH:19]=[CH:18][C:5]([NH:6][C:7]2[CH:16]=[C:15](I)[CH:14]=[CH:13][C:8]=2[C:9]([O:11][CH3:12])=[O:10])=[CH:4][CH:3]=1.[CH2:20]([NH2:27])[C:21]1[CH:26]=[CH:25][CH:24]=[CH:23][CH:22]=1.C1(P(C2C=CC=CC=2)C2C=CC3C(=CC=CC=3)C=2C2C3C(=CC=CC=3)C=CC=2P(C2C=CC=CC=2)C2C=CC=CC=2)C=CC=CC=1.CC(C)([O-])C.[Na+]. Given the product [CH2:20]([NH:27][C:15]1[CH:14]=[CH:13][C:8]([C:9]([O:11][CH3:12])=[O:10])=[C:7]([NH:6][C:5]2[CH:18]=[CH:19][C:2]([F:1])=[CH:3][CH:4]=2)[CH:16]=1)[C:21]1[CH:26]=[CH:25][CH:24]=[CH:23][CH:22]=1, predict the reactants needed to synthesize it. (9) Given the product [Br-:10].[NH2:19][N:20]1[CH:24]=[N+:23]([CH2:9][C:8]2[CH:11]=[C:12]([C:14]([CH3:18])([CH3:15])[C:16]#[N:17])[CH:13]=[C:6]([C:3]([CH3:5])([CH3:4])[C:1]#[N:2])[CH:7]=2)[N:22]=[CH:21]1, predict the reactants needed to synthesize it. The reactants are: [C:1]([C:3]([C:6]1[CH:7]=[C:8]([CH:11]=[C:12]([C:14]([CH3:18])([C:16]#[N:17])[CH3:15])[CH:13]=1)[CH2:9][Br:10])([CH3:5])[CH3:4])#[N:2].[NH2:19][N:20]1[CH:24]=[N:23][N:22]=[CH:21]1. (10) Given the product [CH2:1]([O:3][C:4]([C:6]1[C:7]([OH:21])=[C:8]2[C:48]([Cl:52])=[CH:13][N:12]([C:15]3[CH:20]=[CH:19][CH:18]=[CH:17][CH:16]=3)[C:9]2=[C:10]([Cl:29])[N:11]=1)=[O:5])[CH3:2], predict the reactants needed to synthesize it. The reactants are: [CH2:1]([O:3][C:4]([C:6]1[C:7]([OH:21])=[C:8]2C=[CH:13][N:12]([C:15]3[CH:20]=[CH:19][CH:18]=[CH:17][CH:16]=3)[C:9]2=[CH:10][N:11]=1)=[O:5])[CH3:2].C1C(=O)N([Cl:29])C(=O)C1.C(OOC(C1C=CC=CC=1)=O)(C1C=CC=CC=1)=O.[C:48]([Cl:52])(Cl)(Cl)Cl.